From a dataset of CYP2C9 inhibition data for predicting drug metabolism from PubChem BioAssay. Regression/Classification. Given a drug SMILES string, predict its absorption, distribution, metabolism, or excretion properties. Task type varies by dataset: regression for continuous measurements (e.g., permeability, clearance, half-life) or binary classification for categorical outcomes (e.g., BBB penetration, CYP inhibition). Dataset: cyp2c9_veith. (1) The result is 0 (non-inhibitor). The drug is CC[C@]1([C@H]2O[C@@H]([C@@H]3O[C@](O)(CO)[C@@H](C)C[C@H]3C)C[C@H]2C)CC[C@@H]([C@]2(C)CC[C@@]3(C[C@@H](O)[C@@H](C)[C@@H]([C@H](C)[C@H](OC)[C@H](C)C(=O)[O-])O3)O2)O1.[Na+]. (2) The molecule is N#CCCn1c(=O)c(-c2ccc(F)cc2)nc2cnc(Oc3cccc(Cl)c3)nc21. The result is 0 (non-inhibitor).